Dataset: NCI-60 drug combinations with 297,098 pairs across 59 cell lines. Task: Regression. Given two drug SMILES strings and cell line genomic features, predict the synergy score measuring deviation from expected non-interaction effect. (1) Drug 1: CC1=CC2C(CCC3(C2CCC3(C(=O)C)OC(=O)C)C)C4(C1=CC(=O)CC4)C. Drug 2: C1=NNC2=C1C(=O)NC=N2. Cell line: HOP-92. Synergy scores: CSS=-10.1, Synergy_ZIP=3.29, Synergy_Bliss=-3.17, Synergy_Loewe=-11.6, Synergy_HSA=-11.7. (2) Drug 1: C1=CC=C(C(=C1)C(C2=CC=C(C=C2)Cl)C(Cl)Cl)Cl. Drug 2: C1C(C(OC1N2C=NC3=C2NC=NCC3O)CO)O. Cell line: PC-3. Synergy scores: CSS=3.98, Synergy_ZIP=-2.55, Synergy_Bliss=-0.545, Synergy_Loewe=0.0797, Synergy_HSA=0.328. (3) Drug 1: CC1=C(C=C(C=C1)NC2=NC=CC(=N2)N(C)C3=CC4=NN(C(=C4C=C3)C)C)S(=O)(=O)N.Cl. Drug 2: CCCS(=O)(=O)NC1=C(C(=C(C=C1)F)C(=O)C2=CNC3=C2C=C(C=N3)C4=CC=C(C=C4)Cl)F. Cell line: HS 578T. Synergy scores: CSS=11.0, Synergy_ZIP=11.0, Synergy_Bliss=15.3, Synergy_Loewe=5.03, Synergy_HSA=5.08. (4) Drug 1: CC1C(C(CC(O1)OC2CC(CC3=C2C(=C4C(=C3O)C(=O)C5=C(C4=O)C(=CC=C5)OC)O)(C(=O)C)O)N)O.Cl. Drug 2: CC1CCCC2(C(O2)CC(NC(=O)CC(C(C(=O)C(C1O)C)(C)C)O)C(=CC3=CSC(=N3)C)C)C. Cell line: COLO 205. Synergy scores: CSS=38.1, Synergy_ZIP=1.27, Synergy_Bliss=2.56, Synergy_Loewe=-2.46, Synergy_HSA=-0.602.